Dataset: Peptide-MHC class I binding affinity with 185,985 pairs from IEDB/IMGT. Task: Regression. Given a peptide amino acid sequence and an MHC pseudo amino acid sequence, predict their binding affinity value. This is MHC class I binding data. The peptide sequence is DLGPAFTEL. The MHC is HLA-B27:05 with pseudo-sequence HLA-B27:05. The binding affinity (normalized) is 0.0847.